Task: Regression. Given a peptide amino acid sequence and an MHC pseudo amino acid sequence, predict their binding affinity value. This is MHC class I binding data.. Dataset: Peptide-MHC class I binding affinity with 185,985 pairs from IEDB/IMGT (1) The peptide sequence is YPDPVIKV. The MHC is HLA-A24:02 with pseudo-sequence HLA-A24:02. The binding affinity (normalized) is 0.0847. (2) The peptide sequence is IVDINVKDY. The MHC is HLA-A01:01 with pseudo-sequence HLA-A01:01. The binding affinity (normalized) is 0.0847. (3) The peptide sequence is DPHGPVQLSYYD. The MHC is HLA-B18:01 with pseudo-sequence HLA-B18:01. The binding affinity (normalized) is 0. (4) The peptide sequence is LIDFYLCFL. The MHC is HLA-A68:02 with pseudo-sequence HLA-A68:02. The binding affinity (normalized) is 0.581. (5) The peptide sequence is RRRWRRLTV. The MHC is HLA-A02:01 with pseudo-sequence HLA-A02:01. The binding affinity (normalized) is 0. (6) The peptide sequence is VLLTRSPDQ. The MHC is HLA-B18:01 with pseudo-sequence HLA-B18:01. The binding affinity (normalized) is 0.0847.